Predict the reactants needed to synthesize the given product. From a dataset of Full USPTO retrosynthesis dataset with 1.9M reactions from patents (1976-2016). (1) The reactants are: Br[C:2]1[CH:3]=[CH:4][C:5]([F:12])=[C:6]2[C:11]=1[N:10]=[CH:9][CH:8]=[CH:7]2.O1[C:17]2([CH2:22][CH2:21][NH:20][CH2:19][CH2:18]2)[O:16]CC1. Given the product [F:12][C:5]1[CH:4]=[CH:3][C:2]([N:20]2[CH2:21][CH2:22][C:17](=[O:16])[CH2:18][CH2:19]2)=[C:11]2[C:6]=1[CH:7]=[CH:8][CH:9]=[N:10]2, predict the reactants needed to synthesize it. (2) Given the product [I:1][C:11]1[CH:12]=[C:13]([CH:18]=[CH:19][C:20]=1[CH3:21])[C:14]([O:16][CH3:17])=[O:15], predict the reactants needed to synthesize it. The reactants are: [I:1]I.C(ON=O)(C)(C)C.N[C:11]1[CH:12]=[C:13]([CH:18]=[CH:19][C:20]=1[CH3:21])[C:14]([O:16][CH3:17])=[O:15].[O-]S([O-])=O.[Na+].[Na+]. (3) Given the product [ClH:33].[O:26]=[S:15]1(=[O:25])[CH:14]([CH:11]2[CH2:10][CH2:9][NH:8][CH2:13][CH2:12]2)[C:19](=[O:20])[C:18]2[CH:21]=[CH:22][CH:23]=[CH:24][C:17]=2[NH:16]1, predict the reactants needed to synthesize it. The reactants are: C(OC([N:8]1[CH2:13][CH2:12][CH:11]([CH:14]2[C:19](=[O:20])[C:18]3[CH:21]=[CH:22][CH:23]=[CH:24][C:17]=3[NH:16][S:15]2(=[O:26])=[O:25])[CH2:10][CH2:9]1)=O)(C)(C)C.O1CCOCC1.[ClH:33]. (4) Given the product [Cl:1][C:2]1[CH:7]=[CH:6][CH:5]=[CH:4][C:3]=1[C:8]1[CH:17]=[C:16]([O:18][CH:19]2[CH2:49][CH2:50][N:51]([C:54]([O:56][CH2:57][C:42]3[CH:43]=[CH:44][CH:45]=[CH:46][CH:47]=3)=[O:55])[CH2:52]2)[CH:15]=[C:14]2[C:9]=1[CH2:10][CH2:11][C:12](=[O:28])[N:13]2[C:20]1[C:21]([Cl:27])=[CH:22][CH:23]=[CH:24][C:25]=1[Cl:26], predict the reactants needed to synthesize it. The reactants are: [Cl:1][C:2]1[CH:7]=[CH:6][CH:5]=[CH:4][C:3]=1[C:8]1[CH:17]=[C:16]([O:18][CH3:19])[CH:15]=[C:14]2[C:9]=1[CH:10]=[CH:11][C:12](=[O:28])[N:13]2[C:20]1[C:25]([Cl:26])=[CH:24][CH:23]=[CH:22][C:21]=1[Cl:27].[C:42]1(P([C:42]2[CH:47]=[CH:46][CH:45]=[CH:44][CH:43]=2)[C:42]2[CH:47]=[CH:46][CH:45]=[CH:44][CH:43]=2)[CH:47]=[CH:46][CH:45]=[CH:44][CH:43]=1.O[C@@H:49]1C[CH2:52][N:51]([C:54]([O:56][C:57](C)(C)C)=[O:55])[CH2:50]1.CCOC(/N=N/C(OCC)=O)=O. (5) The reactants are: [Cl:1][C:2]1[N:10]=[C:9]2[C:5]([NH:6][CH2:7][N:8]2[C:11]([C:24]2[CH:29]=[CH:28][CH:27]=[CH:26][CH:25]=2)([C:18]2[CH:23]=[CH:22][CH:21]=[CH:20][CH:19]=2)[C:12]2[CH:17]=[CH:16][CH:15]=[CH:14][CH:13]=2)=[C:4]([Cl:30])[N:3]=1.C(=O)([O-])[O-].[Cs+].[Cs+].Br[CH:38]([C:40]1[CH:45]=[CH:44][C:43]([Cl:46])=[CH:42][CH:41]=1)[CH3:39].C(O)(=O)C. Given the product [Cl:1][C:2]1[N:10]=[C:9]2[C:5]([N:6]([CH:38]([C:40]3[CH:45]=[CH:44][C:43]([Cl:46])=[CH:42][CH:41]=3)[CH3:39])[CH2:7][N:8]2[C:11]([C:18]2[CH:23]=[CH:22][CH:21]=[CH:20][CH:19]=2)([C:24]2[CH:25]=[CH:26][CH:27]=[CH:28][CH:29]=2)[C:12]2[CH:13]=[CH:14][CH:15]=[CH:16][CH:17]=2)=[C:4]([Cl:30])[N:3]=1, predict the reactants needed to synthesize it. (6) Given the product [S:1]1[C:5]2[CH:6]=[CH:7][CH:8]=[CH:9][C:4]=2[C:3]([N:10]2[CH2:11][CH2:12][N:13]([CH2:16][CH2:17][CH2:18][C:19]3[CH:20]=[CH:21][C:22]([NH:25][S:33]([C:28]4[CH:29]=[CH:30][CH:31]=[CH:32][C:27]=4[F:26])(=[O:35])=[O:34])=[CH:23][CH:24]=3)[CH2:14][CH2:15]2)=[N:2]1, predict the reactants needed to synthesize it. The reactants are: [S:1]1[C:5]2[CH:6]=[CH:7][CH:8]=[CH:9][C:4]=2[C:3]([N:10]2[CH2:15][CH2:14][N:13]([CH2:16][CH2:17][CH2:18][C:19]3[CH:24]=[CH:23][C:22]([NH2:25])=[CH:21][CH:20]=3)[CH2:12][CH2:11]2)=[N:2]1.[F:26][C:27]1[CH:32]=[CH:31][CH:30]=[CH:29][C:28]=1[S:33](Cl)(=[O:35])=[O:34]. (7) Given the product [CH2:1]([C@H:8]1[CH2:12][O:11][C:10](=[O:13])[N:9]1[C:14](=[O:24])[C@H:15]([C:16]1[CH:21]=[CH:20][C:19]([Br:22])=[CH:18][C:17]=1[F:23])[CH3:27])[C:2]1[CH:3]=[CH:4][CH:5]=[CH:6][CH:7]=1, predict the reactants needed to synthesize it. The reactants are: [CH2:1]([C@H:8]1[CH2:12][O:11][C:10](=[O:13])[N:9]1[C:14](=[O:24])[CH2:15][C:16]1[CH:21]=[CH:20][C:19]([Br:22])=[CH:18][C:17]=1[F:23])[C:2]1[CH:7]=[CH:6][CH:5]=[CH:4][CH:3]=1.CI.[CH3:27][Si]([N-][Si](C)(C)C)(C)C.[Na+]. (8) Given the product [Cl:15][C:16]1[CH:25]=[C:24]2[C:19]([CH:20]=[CH:21][CH:22]=[C:23]2[CH:2]([CH2:3][C:4]([OH:8])=[O:5])[C:1]([OH:6])=[O:7])=[CH:18][CH:17]=1, predict the reactants needed to synthesize it. The reactants are: [C:1]1(=[O:7])[O:6][C:4](=[O:5])[CH:3]=[CH:2]1.[OH-:8].[Na+].F[B-](F)(F)F.[Cl:15][C:16]1[CH:25]=[C:24]2[C:19]([CH:20]=[CH:21][CH:22]=[C:23]2[N+]#N)=[CH:18][CH:17]=1. (9) The reactants are: [C:1]1([NH:7][CH2:8][CH2:9][OH:10])[CH:6]=[CH:5][CH:4]=[CH:3][CH:2]=1.[CH2:11]=O. Given the product [C:1]1([N:7]2[CH2:8][CH2:9][O:10][CH2:11]2)[CH:6]=[CH:5][CH:4]=[CH:3][CH:2]=1, predict the reactants needed to synthesize it.